From a dataset of Forward reaction prediction with 1.9M reactions from USPTO patents (1976-2016). Predict the product of the given reaction. (1) Given the reactants [S:1]1[C:5]2[CH:6]=[CH:7][CH:8]=[CH:9][C:4]=2[N:3]=[CH:2]1.C([Li])CCC.[CH2:15]([Sn:19](Cl)([CH2:24][CH2:25][CH2:26][CH3:27])[CH2:20][CH2:21][CH2:22][CH3:23])[CH2:16][CH2:17][CH3:18], predict the reaction product. The product is: [CH2:24]([Sn:19]([CH2:15][CH2:16][CH2:17][CH3:18])([CH2:20][CH2:21][CH2:22][CH3:23])[C:2]1[S:1][C:5]2[CH:6]=[CH:7][CH:8]=[CH:9][C:4]=2[N:3]=1)[CH2:25][CH2:26][CH3:27]. (2) The product is: [CH3:21][C:20]1[N:37]2[N:38]=[CH:39][C:40]([C:41]([O:43][CH2:44][CH3:45])=[O:42])=[C:36]2[N:35]=[CH:18][C:17]=1[CH2:16][C:15]1[CH:23]=[CH:24][CH:25]=[C:13]([C:12]([F:27])([F:26])[F:11])[CH:14]=1. Given the reactants C(Cl)(=O)C(Cl)=O.CS(C)=O.[F:11][C:12]([F:27])([F:26])[C:13]1[CH:14]=[C:15]([CH:23]=[CH:24][CH:25]=1)[CH2:16][CH:17]([CH:20](O)[CH3:21])[CH2:18]O.C(N(CC)CC)C.[NH2:35][C:36]1[C:40]([C:41]([O:43][CH2:44][CH3:45])=[O:42])=[CH:39][NH:38][N:37]=1, predict the reaction product. (3) Given the reactants [Br:1][C:2]1[CH:10]=[CH:9][C:5]([C:6]([OH:8])=[O:7])=[C:4]([Cl:11])[CH:3]=1.S(Cl)(Cl)=O.[CH3:16]O, predict the reaction product. The product is: [Br:1][C:2]1[CH:10]=[CH:9][C:5]([C:6]([O:8][CH3:16])=[O:7])=[C:4]([Cl:11])[CH:3]=1. (4) Given the reactants [F:1][C:2]1[CH:7]=[C:6]([N:8]([CH2:21][C:22]2[CH:23]=[C:24]([C:29]3[C:34]([CH3:35])=[CH:33][C:32]([O:36][CH2:37][C:38]4([OH:46])[CH2:43][CH2:42][S:41](=[O:45])(=[O:44])[CH2:40][CH2:39]4)=[CH:31][C:30]=3[CH3:47])[C:25]([CH3:28])=[CH:26][CH:27]=2)S(C2C=CC=CC=2[N+]([O-])=O)(=O)=O)[CH:5]=[CH:4][C:3]=1[CH2:48][CH2:49][C:50]([O:52][CH2:53][CH3:54])=[O:51].SCC(O)=O.O.[OH-].[Li+], predict the reaction product. The product is: [F:1][C:2]1[CH:7]=[C:6]([NH:8][CH2:21][C:22]2[CH:23]=[C:24]([C:29]3[C:30]([CH3:47])=[CH:31][C:32]([O:36][CH2:37][C:38]4([OH:46])[CH2:39][CH2:40][S:41](=[O:44])(=[O:45])[CH2:42][CH2:43]4)=[CH:33][C:34]=3[CH3:35])[C:25]([CH3:28])=[CH:26][CH:27]=2)[CH:5]=[CH:4][C:3]=1[CH2:48][CH2:49][C:50]([O:52][CH2:53][CH3:54])=[O:51].